This data is from Peptide-MHC class II binding affinity with 134,281 pairs from IEDB. The task is: Regression. Given a peptide amino acid sequence and an MHC pseudo amino acid sequence, predict their binding affinity value. This is MHC class II binding data. (1) The peptide sequence is AFKVENGSAAPQLTK. The MHC is HLA-DQA10501-DQB10301 with pseudo-sequence HLA-DQA10501-DQB10301. The binding affinity (normalized) is 0.767. (2) The peptide sequence is VGQMLMLVNDRLLDI. The MHC is DRB1_0802 with pseudo-sequence DRB1_0802. The binding affinity (normalized) is 0.302. (3) The peptide sequence is STKATRYLVKTESWILR. The MHC is DRB1_0404 with pseudo-sequence DRB1_0404. The binding affinity (normalized) is 0.233.